From a dataset of Reaction yield outcomes from USPTO patents with 853,638 reactions. Predict the reaction yield, written as a fraction of the theoretical maximum amount of product (1.0 means a 100% yield; for example, 0.34 means a 34% yield). (1) The reactants are [Cl:1][C:2]1[CH:3]=[C:4]2[C:8](=[CH:9][CH:10]=1)[NH:7][CH:6]=[C:5]2[CH2:11][CH2:12][NH:13][C:14](=[O:23])[C:15]1[CH:20]=[CH:19][C:18]([CH2:21]Cl)=[CH:17][CH:16]=1.[CH3:24][N:25]1[CH2:30][CH2:29][NH:28][CH2:27][CH2:26]1. The catalyst is C1COCC1. The product is [Cl:1][C:2]1[CH:3]=[C:4]2[C:8](=[CH:9][CH:10]=1)[NH:7][CH:6]=[C:5]2[CH2:11][CH2:12][NH:13][C:14](=[O:23])[C:15]1[CH:20]=[CH:19][C:18]([CH2:21][N:28]2[CH2:29][CH2:30][N:25]([CH3:24])[CH2:26][CH2:27]2)=[CH:17][CH:16]=1. The yield is 0.440. (2) The reactants are [CH3:1][N:2]1[CH2:7][CH2:6][N:5]2[N:8]=[C:9]([N+:11]([O-])=O)[CH:10]=[C:4]2[CH2:3]1. The catalyst is C(O)C. The product is [CH3:1][N:2]1[CH2:7][CH2:6][N:5]2[N:8]=[C:9]([NH2:11])[CH:10]=[C:4]2[CH2:3]1. The yield is 0.990. (3) The reactants are [Cl:1][C:2]1[CH:7]=[CH:6][N:5]2[C:8]([C:11]([O:13]CC)=O)=[CH:9][N:10]=[C:4]2[CH:3]=1.[CH:16]([C:19]1[N:24]=[C:23]([CH2:25][N:26]2[C:34]3[CH:33]=[CH:32][CH:31]=[C:30]([NH2:35])[C:29]=3[C:28]([CH3:36])=[N:27]2)[CH:22]=[CH:21][CH:20]=1)([CH3:18])[CH3:17].[Li+].C[Si]([N-][Si](C)(C)C)(C)C. The catalyst is C1COCC1. The product is [Cl:1][C:2]1[CH:7]=[CH:6][N:5]2[C:8]([C:11]([NH:35][C:30]3[CH:31]=[CH:32][CH:33]=[C:34]4[C:29]=3[C:28]([CH3:36])=[N:27][N:26]4[CH2:25][C:23]3[CH:22]=[CH:21][CH:20]=[C:19]([CH:16]([CH3:17])[CH3:18])[N:24]=3)=[O:13])=[CH:9][N:10]=[C:4]2[CH:3]=1. The yield is 0.600. (4) The yield is 0.0500. The product is [CH2:22]([NH:29][C:3]([C:5]1[S:9][C:8]([NH:10][C:11](=[O:18])[C:12]2[CH:13]=[CH:14][CH:15]=[CH:16][CH:17]=2)=[N:7][CH:6]=1)=[O:4])[C:23]1[CH:28]=[CH:27][CH:26]=[CH:25][CH:24]=1. The reactants are CO[C:3]([C:5]1[S:9][C:8]([NH:10][C:11](=[O:18])[C:12]2[CH:17]=[CH:16][CH:15]=[CH:14][CH:13]=2)=[N:7][CH:6]=1)=[O:4].[C-]#N.[Na+].[CH2:22]([NH2:29])[C:23]1[CH:28]=[CH:27][CH:26]=[CH:25][CH:24]=1. No catalyst specified.